From a dataset of Catalyst prediction with 721,799 reactions and 888 catalyst types from USPTO. Predict which catalyst facilitates the given reaction. (1) The catalyst class is: 285. Reactant: [CH3:1][C:2]1[N:7]=[C:6]([N+:8]([O-])=O)[C:5]([OH:11])=[CH:4][CH:3]=1. Product: [NH2:8][C:6]1[C:5]([OH:11])=[CH:4][CH:3]=[C:2]([CH3:1])[N:7]=1. (2) Reactant: [OH-].[Na+].CO.C[O:6][C:7](=[O:26])[C:8]1[CH:13]=[CH:12][C:11]([C:14]#[C:15]/[CH:16]=[CH:17]/[C:18]2[CH:23]=[CH:22][C:21]([CH:24]=[O:25])=[CH:20][CH:19]=2)=[CH:10][CH:9]=1.Cl. Product: [CH:24]([C:21]1[CH:20]=[CH:19][C:18](/[CH:17]=[CH:16]/[C:15]#[C:14][C:11]2[CH:10]=[CH:9][C:8]([C:7]([OH:26])=[O:6])=[CH:13][CH:12]=2)=[CH:23][CH:22]=1)=[O:25]. The catalyst class is: 127. (3) Reactant: Br[C:2]1[C:6]([C:7]2[S:8][CH:9]=[CH:10][CH:11]=2)=[N:5][NH:4][C:3]=1[NH2:12].[C:13]([N:21]=[C:22]=[S:23])(=[O:20])[C:14]1[CH:19]=[CH:18][CH:17]=[CH:16][CH:15]=1. Product: [S:8]1[CH:9]=[CH:10][CH:11]=[C:7]1[C:6]1[C:2]2[S:23][C:22]([NH:21][C:13](=[O:20])[C:14]3[CH:15]=[CH:16][CH:17]=[CH:18][CH:19]=3)=[N:12][C:3]=2[NH:4][N:5]=1. The catalyst class is: 12. (4) Reactant: [Cl:1][C:2]1[S:28][C:5]2[NH:6][C:7](=[O:27])[C:8]([C:11]3[CH:16]=[CH:15][CH:14]=[C:13]([O:17][C:18]4[CH:23]=[CH:22][CH:21]=[C:20]([N+:24]([O-])=O)[CH:19]=4)[CH:12]=3)=[C:9]([OH:10])[C:4]=2[C:3]=1[CH3:29].[H][H]. Product: [Cl:1][C:2]1[S:28][C:5]2[NH:6][C:7](=[O:27])[C:8]([C:11]3[CH:16]=[CH:15][CH:14]=[C:13]([O:17][C:18]4[CH:23]=[CH:22][CH:21]=[C:20]([NH2:24])[CH:19]=4)[CH:12]=3)=[C:9]([OH:10])[C:4]=2[C:3]=1[CH3:29]. The catalyst class is: 810. (5) Reactant: [O:1]1[CH:5]2[O:6][CH2:7][CH2:8][CH:4]2[CH:3]([O:9][C:10](=[O:42])[NH:11][CH:12]([CH2:35][C:36]2[CH:41]=[CH:40][CH:39]=[CH:38][CH:37]=2)[CH:13]([OH:34])[CH2:14][N:15]([S:20]([C:23]2[CH:24]=[CH:25][C:26]3[O:30][CH:29]=[C:28]([CH2:31][NH2:32])[C:27]=3[CH:33]=2)(=[O:22])=[O:21])[CH2:16][CH:17]([CH3:19])[CH3:18])[CH2:2]1.[C:43](Cl)(=[O:50])[C:44]1[CH:49]=[CH:48][CH:47]=[CH:46][CH:45]=1.C(N(CC)CC)C. Product: [O:1]1[CH:5]2[O:6][CH2:7][CH2:8][CH:4]2[CH:3]([O:9][C:10](=[O:42])[NH:11][CH:12]([CH2:35][C:36]2[CH:37]=[CH:38][CH:39]=[CH:40][CH:41]=2)[CH:13]([OH:34])[CH2:14][N:15]([S:20]([C:23]2[CH:24]=[CH:25][C:26]3[O:30][CH:29]=[C:28]([CH2:31][NH:32][C:43](=[O:50])[C:44]4[CH:49]=[CH:48][CH:47]=[CH:46][CH:45]=4)[C:27]=3[CH:33]=2)(=[O:22])=[O:21])[CH2:16][CH:17]([CH3:19])[CH3:18])[CH2:2]1. The catalyst class is: 1. (6) Reactant: Cl[CH2:2][CH2:3][CH2:4][N:5]1[C:10]2[CH:11]=[CH:12][CH:13]=[C:14]([CH:15]([CH3:17])[CH3:16])[C:9]=2[O:8][CH2:7][C:6]1=[O:18].C([O-])([O-])=O.[K+].[K+].[Na+].[I-].[CH2:27]([CH:31]1[CH2:36][CH2:35][NH:34][CH2:33][CH2:32]1)[CH2:28][CH2:29][CH3:30]. Product: [CH2:27]([CH:31]1[CH2:36][CH2:35][N:34]([CH2:2][CH2:3][CH2:4][N:5]2[C:10]3[CH:11]=[CH:12][CH:13]=[C:14]([CH:15]([CH3:17])[CH3:16])[C:9]=3[O:8][CH2:7][C:6]2=[O:18])[CH2:33][CH2:32]1)[CH2:28][CH2:29][CH3:30]. The catalyst class is: 61. (7) Reactant: Cl[C:2]1[N:7]=[C:6]([CH3:8])[C:5]([N+:9]([O-:11])=[O:10])=[CH:4][CH:3]=1.[O-:12][CH2:13][CH3:14].[Na+]. Product: [CH2:13]([O:12][C:2]1[N:7]=[C:6]([CH3:8])[C:5]([N+:9]([O-:11])=[O:10])=[CH:4][CH:3]=1)[CH3:14]. The catalyst class is: 8. (8) Reactant: [Cl:1][C:2]1[CH:3]=[C:4](B(O)O)[CH:5]=[CH:6][C:7]=1[C:8]([F:11])([F:10])[F:9].[C:15]([O:19][C:20](=[O:31])[NH:21][CH2:22][CH2:23][C:24]1[CH:29]=[CH:28][C:27]([OH:30])=[CH:26][CH:25]=1)([CH3:18])([CH3:17])[CH3:16].C(N(CC)CC)C.N1C=CC=CC=1. Product: [C:15]([O:19][C:20](=[O:31])[NH:21][CH2:22][CH2:23][C:24]1[CH:29]=[CH:28][C:27]([O:30][C:4]2[CH:5]=[CH:6][C:7]([C:8]([F:11])([F:10])[F:9])=[C:2]([Cl:1])[CH:3]=2)=[CH:26][CH:25]=1)([CH3:18])([CH3:16])[CH3:17]. The catalyst class is: 302.